Predict which catalyst facilitates the given reaction. From a dataset of Catalyst prediction with 721,799 reactions and 888 catalyst types from USPTO. (1) Reactant: O(C(C)(C)C)[K].Cl[C:8]1[C:13]([N:14]2[CH2:19][CH2:18][N:17]([C:20]([O:22][C:23]([CH3:26])([CH3:25])[CH3:24])=[O:21])[CH2:16][CH2:15]2)=[N:12][CH:11]=[CH:10][N:9]=1.[CH2:27]([OH:30])[CH2:28][OH:29]. Product: [C:23]([O:22][C:20]([N:17]1[CH2:18][CH2:19][N:14]([C:13]2[C:8]([O:29][CH2:28][CH2:27][OH:30])=[N:9][CH:10]=[CH:11][N:12]=2)[CH2:15][CH2:16]1)=[O:21])([CH3:26])([CH3:25])[CH3:24]. The catalyst class is: 17. (2) Reactant: [CH:1]1([C:5]2[C:14]([C:15]3[CH:19]=[N:18][NH:17][N:16]=3)=[CH:13][C:8]([C:9]([O:11]C)=[O:10])=[C:7]([CH3:20])[CH:6]=2)[CH2:4][CH2:3][CH2:2]1. Product: [CH:1]1([C:5]2[C:14]([C:15]3[CH:19]=[N:18][NH:17][N:16]=3)=[CH:13][C:8]([C:9]([OH:11])=[O:10])=[C:7]([CH3:20])[CH:6]=2)[CH2:2][CH2:3][CH2:4]1. The catalyst class is: 562. (3) The catalyst class is: 34. Product: [S:26]1[CH:27]=[CH:28][N:29]=[C:25]1[NH:24][C:14](=[O:15])[C@@H:13]([N:11]1[CH2:12][C:8]2[CH2:7][C:6]3[CH:5]=[CH:4][CH:3]=[C:2]([Cl:1])[C:23]=3[O:22][C:9]=2[C:10]1=[O:21])[CH2:17][CH:18]([CH3:19])[CH3:20]. Reactant: [Cl:1][C:2]1[C:23]2[O:22][C:9]3[C:10](=[O:21])[N:11]([C@@H:13]([CH2:17][CH:18]([CH3:20])[CH3:19])[C:14](O)=[O:15])[CH2:12][C:8]=3[CH2:7][C:6]=2[CH:5]=[CH:4][CH:3]=1.[NH2:24][C:25]1[S:26][CH:27]=[CH:28][N:29]=1.ON1C2C=CC=CC=2N=N1. (4) Reactant: C[Si]([N-][Si](C)(C)C)(C)C.[N:10]1([CH2:16][C:17]2[CH:22]=[CH:21][C:20]([C:23]3[CH:24]=[C:25]([C:30]4[CH:35]=[CH:34][N:33]=[CH:32][C:31]=4[NH2:36])[C:26](F)=[N:27][CH:28]=3)=[CH:19][CH:18]=2)[CH2:15][CH2:14][CH2:13][CH2:12][CH2:11]1.O. Product: [N:10]1([CH2:16][C:17]2[CH:22]=[CH:21][C:20]([C:23]3[CH:28]=[N:27][C:26]4[NH:36][C:31]5[CH:32]=[N:33][CH:34]=[CH:35][C:30]=5[C:25]=4[CH:24]=3)=[CH:19][CH:18]=2)[CH2:15][CH2:14][CH2:13][CH2:12][CH2:11]1. The catalyst class is: 1. (5) Reactant: [CH3:13][C:12]([O:11][C:9](O[C:9]([O:11][C:12]([CH3:15])([CH3:14])[CH3:13])=[O:10])=[O:10])([CH3:15])[CH3:14].[CH3:16][O:17][C:18](=[O:26])[CH2:19][CH2:20][CH:21]([NH2:25])[C:22]([OH:24])=[O:23]. Product: [C:12]([O:11][C:9]([NH:25][C@@H:21]([CH2:20][CH2:19][C:18]([O:17][CH3:16])=[O:26])[C:22]([OH:24])=[O:23])=[O:10])([CH3:13])([CH3:14])[CH3:15]. The catalyst class is: 127. (6) Reactant: [Br:1][C:2]1[CH:3]=[C:4]2[C:8](=[CH:9][C:10]=1[O:11][CH2:12][C:13]([CH3:15])=[CH2:14])[N:7]([CH3:16])[C:6]([C:17](OCC)=[O:18])=[CH:5]2.CC(C[AlH]CC(C)C)C. The catalyst class is: 2. Product: [Br:1][C:2]1[CH:3]=[C:4]2[C:8](=[CH:9][C:10]=1[O:11][CH2:12][C:13]([CH3:15])=[CH2:14])[N:7]([CH3:16])[C:6]([CH2:17][OH:18])=[CH:5]2.